This data is from Forward reaction prediction with 1.9M reactions from USPTO patents (1976-2016). The task is: Predict the product of the given reaction. (1) Given the reactants Br[C:2]1[C:10]2[N:9]3[CH2:11][CH2:12][NH:13][C:14](=[O:15])[C:8]3=[C:7]([CH3:16])[C:6]=2[CH:5]=[C:4]([Cl:17])[CH:3]=1.[CH3:18][O:19][C:20]1[N:25]=[CH:24][C:23](OB(C2C=CC=CC=2)O)=[CH:22][CH:21]=1, predict the reaction product. The product is: [Cl:17][C:4]1[CH:3]=[C:2]([C:23]2[CH:24]=[N:25][C:20]([O:19][CH3:18])=[CH:21][CH:22]=2)[C:10]2[N:9]3[CH2:11][CH2:12][NH:13][C:14](=[O:15])[C:8]3=[C:7]([CH3:16])[C:6]=2[CH:5]=1. (2) Given the reactants [F:1][C:2]1[CH:7]=[CH:6][C:5]([C:8]2[CH:17]=[CH:16][C:15]3[C:10](=[CH:11][CH:12]=[C:13]([S:18]([C:21]4[CH:26]=[CH:25][CH:24]=[CH:23][C:22]=4F)(=[O:20])=[O:19])[CH:14]=3)[CH:9]=2)=[CH:4][CH:3]=1.[NH:28]1[CH:32]=[CH:31][N:30]=[CH:29]1.[C:33](=[O:36])([O-])[O-:34].[K+].[K+].CS(C)=O, predict the reaction product. The product is: [C:33]([O:34][CH2:26][CH3:21])(=[O:36])[CH3:29].[CH3:2][CH2:3][CH2:4][CH:5]([CH3:8])[CH3:6].[F:1][C:2]1[CH:3]=[CH:4][C:5]([C:8]2[CH:9]=[C:10]3[C:15](=[CH:16][CH:17]=2)[CH:14]=[C:13]([S:18]([C:21]2[CH:26]=[CH:25][CH:24]=[CH:23][C:22]=2[N:28]2[CH:32]=[CH:31][N:30]=[CH:29]2)(=[O:19])=[O:20])[CH:12]=[CH:11]3)=[CH:6][CH:7]=1. (3) The product is: [Cl:21][C:16]1[CH:15]=[C:14]([C:10]2([OH:13])[CH2:11][CH2:12][N:8]([CH3:1])[CH2:9]2)[CH:19]=[C:18]([F:20])[CH:17]=1. Given the reactants [CH2:1]([N:8]1[CH2:12][CH2:11][C:10]([C:14]2[CH:19]=[C:18]([F:20])[CH:17]=[C:16]([Cl:21])[CH:15]=2)([OH:13])[CH2:9]1)C1C=CC=CC=1.IC.N1CCOCC1, predict the reaction product. (4) Given the reactants [F:1][C:2]1[CH:7]=[CH:6][C:5]([CH2:8][C:9]#[N:10])=[CH:4][CH:3]=1.CC([O-])(C)C.[K+].Br[C:18]1[CH:19]=[CH:20][C:21]([C:24]([F:27])([F:26])[F:25])=[N:22][CH:23]=1, predict the reaction product. The product is: [F:1][C:2]1[CH:7]=[CH:6][C:5]([CH:8]([C:18]2[CH:23]=[N:22][C:21]([C:24]([F:27])([F:26])[F:25])=[CH:20][CH:19]=2)[C:9]#[N:10])=[CH:4][CH:3]=1. (5) The product is: [NH:27]1[C:35]2[C:30](=[CH:31][CH:32]=[CH:33][CH:34]=2)[C:29](/[CH:36]=[C:7]2\[O:8][C:4]3[C:3]([CH:12]([N:14]4[CH2:15][CH2:16][N:17]([C:20]([O:22][C:23]([CH3:25])([CH3:24])[CH3:26])=[O:21])[CH2:18][CH2:19]4)[CH3:13])=[C:2]([OH:1])[CH:11]=[CH:10][C:5]=3[C:6]\2=[O:9])=[N:28]1. Given the reactants [OH:1][C:2]1[CH:11]=[CH:10][C:5]2[C:6](=[O:9])[CH2:7][O:8][C:4]=2[C:3]=1[CH:12]([N:14]1[CH2:19][CH2:18][N:17]([C:20]([O:22][C:23]([CH3:26])([CH3:25])[CH3:24])=[O:21])[CH2:16][CH2:15]1)[CH3:13].[NH:27]1[C:35]2[C:30](=[CH:31][CH:32]=[CH:33][CH:34]=2)[C:29]([CH:36]=O)=[N:28]1.C1(C)C=CC=CC=1, predict the reaction product. (6) Given the reactants [NH2:1][C:2]1[CH:3]=[C:4]([B:8]2[O:16][C:13]([CH3:15])([CH3:14])[C:10]([CH3:12])([CH3:11])[O:9]2)[CH:5]=[CH:6][CH:7]=1.[C:17](OC(=O)C)(=[O:19])[CH3:18], predict the reaction product. The product is: [CH3:12][C:10]1([CH3:11])[C:13]([CH3:15])([CH3:14])[O:16][B:8]([C:4]2[CH:3]=[C:2]([NH:1][C:17](=[O:19])[CH3:18])[CH:7]=[CH:6][CH:5]=2)[O:9]1. (7) Given the reactants C(O[C:6]([C:8]1[N:9]=[C:10]([C:26]#[N:27])[C:11]2[C:16]([C:17]=1[OH:18])=[CH:15][C:14]([O:19][CH:20]1[CH2:25][CH2:24][CH2:23][CH2:22][CH2:21]1)=[CH:13][CH:12]=2)=[O:7])CCC.[NH2:28][CH2:29][C:30]([OH:32])=[O:31], predict the reaction product. The product is: [C:26]([C:10]1[C:11]2[C:16](=[CH:15][C:14]([O:19][CH:20]3[CH2:21][CH2:22][CH2:23][CH2:24][CH2:25]3)=[CH:13][CH:12]=2)[C:17]([OH:18])=[C:8]([C:6]([NH:28][CH2:29][C:30]([OH:32])=[O:31])=[O:7])[N:9]=1)#[N:27]. (8) Given the reactants [F:1][C:2]1[CH:7]=[CH:6][C:5](B(O)O)=[CH:4][C:3]=1[C:11]1[CH:16]=[CH:15][N:14]=[CH:13][CH:12]=1.Br[C:18]1[N:22]2[N:23]=[CH:24][C:25]([C:27]([OH:30])([CH3:29])[CH3:28])=[N:26][C:21]2=[N:20][CH:19]=1, predict the reaction product. The product is: [F:1][C:2]1[CH:7]=[CH:6][C:5]([C:18]2[N:22]3[N:23]=[CH:24][C:25]([C:27]([OH:30])([CH3:28])[CH3:29])=[N:26][C:21]3=[N:20][CH:19]=2)=[CH:4][C:3]=1[C:11]1[CH:16]=[CH:15][N:14]=[CH:13][CH:12]=1. (9) The product is: [CH2:11]([O:13][C:14]([C:16]1[C:21]([O:22][CH2:23][CH3:24])=[C:20]([N:25]2[CH2:26][CH2:27][O:28][CH2:29][CH2:30]2)[N:19]=[C:18]([C:31]2[CH:32]=[CH:33][C:34]([NH:37][C:2]([O:4][C:5]3[CH:10]=[CH:9][CH:8]=[CH:7][CH:6]=3)=[O:3])=[CH:35][CH:36]=2)[N:17]=1)=[O:15])[CH3:12]. Given the reactants Cl[C:2]([O:4][C:5]1[CH:10]=[CH:9][CH:8]=[CH:7][CH:6]=1)=[O:3].[CH2:11]([O:13][C:14]([C:16]1[C:21]([O:22][CH2:23][CH3:24])=[C:20]([N:25]2[CH2:30][CH2:29][O:28][CH2:27][CH2:26]2)[N:19]=[C:18]([C:31]2[CH:36]=[CH:35][C:34]([NH2:37])=[CH:33][CH:32]=2)[N:17]=1)=[O:15])[CH3:12], predict the reaction product. (10) Given the reactants C(OC([NH:8][C@@H:9]([C:16]([N:18]([CH2:25][C:26]1[CH:31]=[CH:30][CH:29]=[CH:28][CH:27]=1)[CH2:19][C:20](OCC)=[O:21])=[O:17])[CH2:10][C:11]1[S:12][CH:13]=[CH:14][CH:15]=1)=O)(C)(C)C.C(O)(C(F)(F)F)=O, predict the reaction product. The product is: [CH2:25]([N:18]1[CH2:19][C:20](=[O:21])[NH:8][C@H:9]([CH2:10][C:11]2[S:12][CH:13]=[CH:14][CH:15]=2)[C:16]1=[O:17])[C:26]1[CH:31]=[CH:30][CH:29]=[CH:28][CH:27]=1.